This data is from Catalyst prediction with 721,799 reactions and 888 catalyst types from USPTO. The task is: Predict which catalyst facilitates the given reaction. (1) Reactant: [CH2:1]([O:9][C:10]1[CH:18]=[CH:17][C:13]([C:14]([OH:16])=[O:15])=[CH:12][CH:11]=1)[CH2:2][CH2:3][CH2:4][CH2:5][CH2:6][CH2:7][CH3:8].C(Cl)(=O)C(Cl)=O.O[C:26]1[CH:61]=[CH:60][C:29]([CH2:30][N:31]([CH2:52][C:53]([O:55]C(C)(C)C)=[O:54])[C:32](=[O:51])[C:33]2[CH:38]=[CH:37][C:36]([NH:39][C:40](=[O:50])[CH2:41][C:42]3[CH:47]=[CH:46][C:45]([O:48][CH3:49])=[CH:44][CH:43]=3)=[CH:35][CH:34]=2)=[CH:28][CH:27]=1.C(O)(C(F)(F)F)=O. Product: [CH3:49][O:48][C:45]1[CH:44]=[CH:43][C:42]([CH2:41][C:40]([NH:39][C:36]2[CH:35]=[CH:34][C:33]([C:32]([N:31]([CH2:52][C:53]([OH:55])=[O:54])[CH2:30][C:29]3[CH:28]=[CH:27][C:26]([O:15][C:14](=[O:16])[C:13]4[CH:12]=[CH:11][C:10]([O:9][CH2:1][CH2:2][CH2:3][CH2:4][CH2:5][CH2:6][CH2:7][CH3:8])=[CH:18][CH:17]=4)=[CH:61][CH:60]=3)=[O:51])=[CH:38][CH:37]=2)=[O:50])=[CH:47][CH:46]=1. The catalyst class is: 59. (2) Reactant: Cl[C:2](Cl)([O:4]C(=O)OC(Cl)(Cl)Cl)Cl.[C:13]1([C:28]2[CH:33]=[CH:32][CH:31]=[CH:30][CH:29]=2)[CH:18]=[CH:17][C:16]([O:19][CH2:20][CH2:21][CH2:22][CH2:23][CH2:24][CH2:25][CH2:26][NH2:27])=[CH:15][CH:14]=1.CCN(C(C)C)C(C)C. Product: [C:13]1([C:28]2[CH:29]=[CH:30][CH:31]=[CH:32][CH:33]=2)[CH:14]=[CH:15][C:16]([O:19][CH2:20][CH2:21][CH2:22][CH2:23][CH2:24][CH2:25][CH2:26][N:27]=[C:2]=[O:4])=[CH:17][CH:18]=1. The catalyst class is: 4. (3) Reactant: Cl[C:2]1[C:11]2[C:6](=[CH:7][C:8]([O:14][CH2:15][CH:16]3[CH2:21][CH2:20][N:19]([CH3:22])[CH2:18][CH2:17]3)=[C:9]([O:12][CH3:13])[CH:10]=2)[N:5]=[CH:4][N:3]=1.[OH:23][C:24]1[CH:25]=[C:26]2[C:30](=[CH:31][CH:32]=1)[NH:29][C:28]([C:33]([F:36])([F:35])[F:34])=[CH:27]2.C(=O)([O-])[O-].[K+].[K+]. Product: [CH3:13][O:12][C:9]1[CH:10]=[C:11]2[C:6](=[CH:7][C:8]=1[O:14][CH2:15][CH:16]1[CH2:21][CH2:20][N:19]([CH3:22])[CH2:18][CH2:17]1)[N:5]=[CH:4][N:3]=[C:2]2[O:23][C:24]1[CH:25]=[C:26]2[C:30](=[CH:31][CH:32]=1)[NH:29][C:28]([C:33]([F:36])([F:34])[F:35])=[CH:27]2. The catalyst class is: 3. (4) Reactant: O[CH2:2][C:3]1[O:7][C:6](=[O:8])[O:5][C:4]=1[CH:9]1[CH2:13][CH2:12][CH2:11][N:10]1[C:14]([O:16][C:17]([CH3:20])([CH3:19])[CH3:18])=[O:15].C(Br)(Br)(Br)[Br:22].C1(P(C2C=CC=CC=2)C2C=CC=CC=2)C=CC=CC=1. Product: [Br:22][CH2:2][C:3]1[O:7][C:6](=[O:8])[O:5][C:4]=1[CH:9]1[CH2:13][CH2:12][CH2:11][N:10]1[C:14]([O:16][C:17]([CH3:20])([CH3:19])[CH3:18])=[O:15]. The catalyst class is: 4. (5) Reactant: [Br:1][C:2]1[CH:7]=[CH:6][C:5]([NH:8][C:9]2[C:10]([C:17](O)=[O:18])=[CH:11][N:12]([CH3:16])[C:13](=[O:15])[CH:14]=2)=[C:4]([CH3:20])[CH:3]=1.CCN(C(C)C)C(C)C.C1CN([P+]([O:46][N:47]2N=NC3C=CC=CC2=3)(N2CCCC2)N2CCCC2)CC1.F[P-](F)(F)(F)(F)F.Cl.NO. Product: [OH:46][NH:47][C:17]([C:10]1[C:9]([NH:8][C:5]2[CH:6]=[CH:7][C:2]([Br:1])=[CH:3][C:4]=2[CH3:20])=[CH:14][C:13](=[O:15])[N:12]([CH3:16])[CH:11]=1)=[O:18]. The catalyst class is: 3. (6) Reactant: [N:1]1(C(OC(C)(C)C)=O)[CH2:6][CH2:5][NH:4][C@H:3]([C:7]([O:9][CH3:10])=[O:8])[CH2:2]1.[ClH:18]. Product: [ClH:18].[NH:4]1[CH2:5][CH2:6][NH:1][CH2:2][C@H:3]1[C:7]([O:9][CH3:10])=[O:8]. The catalyst class is: 5. (7) Reactant: [NH2:1][C:2]1[CH:7]=[CH:6][C:5]([C:8]2[CH:13]=[CH:12][C:11]([C:14]([NH:16][C@H:17]([C:21]([O:23][CH3:24])=[O:22])[CH:18]([CH3:20])[CH3:19])=[O:15])=[CH:10][CH:9]=2)=[CH:4][CH:3]=1.[CH2:25]([O:27][C:28]1[CH:33]=[CH:32][C:31]([CH2:34][C:35]([OH:37])=O)=[CH:30][CH:29]=1)[CH3:26].[CH3:38]N(C1C=CC=CN=1)C.Cl.CN(C)CCCN=C=NCC. Product: [CH2:25]([O:27][C:28]1[CH:33]=[CH:32][C:31]([CH2:34][C:35]([NH:1][C:2]2[CH:3]=[CH:4][C:5]([C:8]3[CH:13]=[CH:12][C:11]([C:14]([N:16]([CH3:38])[C@H:17]([C:21]([O:23][CH3:24])=[O:22])[CH:18]([CH3:20])[CH3:19])=[O:15])=[CH:10][CH:9]=3)=[CH:6][CH:7]=2)=[O:37])=[CH:30][CH:29]=1)[CH3:26]. The catalyst class is: 4. (8) Reactant: [CH3:1][O:2][C:3]([CH:5]1[CH2:9][CH:8]([N:10](C)[C:11](=O)C(F)(F)F)[CH2:7][N:6]1[C:18]([O:20][C:21]([CH3:24])([CH3:23])[CH3:22])=[O:19])=[O:4].C(=O)([O-])[O-].[K+].[K+]. Product: [CH3:1][O:2][C:3]([CH:5]1[CH2:9][CH:8]([NH:10][CH3:11])[CH2:7][N:6]1[C:18]([O:20][C:21]([CH3:24])([CH3:23])[CH3:22])=[O:19])=[O:4]. The catalyst class is: 5. (9) Reactant: [N:1]([O-:3])=O.[Na+].[O:5]=[C:6]([CH2:13][CH2:14][C:15]([O:17][CH2:18][CH3:19])=[O:16])[CH2:7][C:8]([O:10][CH2:11][CH3:12])=[O:9]. Product: [OH:3][N:1]=[C:7]([C:6](=[O:5])[CH2:13][CH2:14][C:15]([O:17][CH2:18][CH3:19])=[O:16])[C:8]([O:10][CH2:11][CH3:12])=[O:9]. The catalyst class is: 211.